Dataset: Reaction yield outcomes from USPTO patents with 853,638 reactions. Task: Predict the reaction yield, written as a fraction of the theoretical maximum amount of product (1.0 means a 100% yield; for example, 0.34 means a 34% yield). (1) The reactants are Cl[C:2]1[N:7]=[C:6]([CH3:8])[C:5]([CH:9]([CH2:14][CH2:15][CH3:16])[C:10]([O:12][CH3:13])=[O:11])=[C:4]([C:17]2[CH:22]=[CH:21][C:20]([CH3:23])=[CH:19][CH:18]=2)[N:3]=1.[NH2:24][C:25]1[CH:30]=[CH:29][CH:28]=[CH:27][CH:26]=1.CC1(C)C2C(=C(P(C3C=CC=CC=3)C3C=CC=CC=3)C=CC=2)OC2C(P(C3C=CC=CC=3)C3C=CC=CC=3)=CC=CC1=2. The catalyst is O1CCOCC1.C([O-])(=O)C.[Pd+2].C([O-])(=O)C. The product is [CH3:8][C:6]1[C:5]([CH:9]([CH2:14][CH2:15][CH3:16])[C:10]([O:12][CH3:13])=[O:11])=[C:4]([C:17]2[CH:22]=[CH:21][C:20]([CH3:23])=[CH:19][CH:18]=2)[N:3]=[C:2]([NH:24][C:25]2[CH:30]=[CH:29][CH:28]=[CH:27][CH:26]=2)[N:7]=1. The yield is 0.390. (2) The reactants are [C:1]1([C:7]2[O:11][N:10]=[C:9]([NH2:12])[N:8]=2)[CH:6]=[CH:5][CH:4]=[CH:3][CH:2]=1.[C:13](Cl)(=[O:20])[C:14]1[CH:19]=[CH:18][CH:17]=[CH:16][CH:15]=1. The catalyst is N1C=CC=CC=1. The product is [C:1]1([C:7]2[O:11][N:10]=[C:9]([NH:12][C:13](=[O:20])[C:14]3[CH:19]=[CH:18][CH:17]=[CH:16][CH:15]=3)[N:8]=2)[CH:2]=[CH:3][CH:4]=[CH:5][CH:6]=1. The yield is 0.745. (3) The product is [NH2:7][C:8]1[N:9]=[CH:10][CH:11]=[C:12]([C:16]2[CH:21]=[CH:20][C:19]([Cl:22])=[CH:18][C:17]=2[F:23])[C:13]=1[CH:14]=[O:15]. The reactants are C(OC(=O)[NH:7][C:8]1[C:13]([CH:14]=[O:15])=[C:12]([C:16]2[CH:21]=[CH:20][C:19]([Cl:22])=[CH:18][C:17]=2[F:23])[CH:11]=[CH:10][N:9]=1)(C)(C)C.C(O)(C(F)(F)F)=O. The yield is 0.410. The catalyst is C(Cl)Cl. (4) The reactants are [OH-:1].[Na+:2].[CH:3]1[N:7]=[CH:6][N:5]([CH2:8][C:9]([P:15]([OH:18])([OH:17])=[O:16])([P:11]([OH:14])([OH:13])=[O:12])[OH:10])[CH:4]=1.CO. The catalyst is O. The product is [CH:3]1[N:7]=[CH:6][N:5]([CH2:8][C:9]([P:11]([O-:14])([OH:13])=[O:12])([P:15]([O-:17])([OH:18])=[O:16])[OH:10])[CH:4]=1.[OH2:1].[OH2:10].[OH2:10].[OH2:10].[Na+:2].[Na+:2]. The yield is 0.900. (5) The yield is 0.290. The reactants are [C:1]1(=[O:7])[CH2:6][CH2:5][CH2:4][CH2:3][CH2:2]1.[CH:8]1([O:14][C:15]2([O:21][CH:22]3[CH2:27]CCCC3)[CH2:20][CH2:19][CH2:18][CH2:17][CH2:16]2)[CH2:13]CCCC1.[CH:28]1([OH:34])[CH2:33][CH2:32][CH2:31][CH2:30][CH2:29]1.O(CCO)C1C=CC=CC=1.COC1(OC)CCCCC1. The product is [O:7]([CH2:27][CH2:22][O:21][C:15]1([O:14][CH2:8][CH2:13][O:34][C:28]2[CH:33]=[CH:32][CH:31]=[CH:30][CH:29]=2)[CH2:16][CH2:17][CH2:18][CH2:19][CH2:20]1)[C:1]1[CH:6]=[CH:5][CH:4]=[CH:3][CH:2]=1. No catalyst specified. (6) The reactants are [Br:1][C:2]1[CH:11]=[C:10]([C:12]([NH:14][CH2:15][C:16]2[CH:21]=[CH:20][CH:19]=[C:18]([N+:22]([O-])=O)[CH:17]=2)=[O:13])[CH:9]=[CH:8][C:3]=1[C:4]([O:6][CH3:7])=[O:5]. The product is [NH2:22][C:18]1[CH:17]=[C:16]([CH2:15][NH:14][C:12]([C:10]2[CH:9]=[CH:8][C:3]([C:4]([O:6][CH3:7])=[O:5])=[C:2]([Br:1])[CH:11]=2)=[O:13])[CH:21]=[CH:20][CH:19]=1. The catalyst is O.C(O)(=O)C.[Fe]. The yield is 0.870. (7) The yield is 0.660. The product is [CH2:18]([N:20]([CH2:21][CH3:22])[C:5](=[O:7])[C:4]1[CH:8]=[CH:9][C:10]([I:11])=[C:2]([OH:1])[CH:3]=1)[CH3:19]. The reactants are [OH:1][C:2]1[CH:3]=[C:4]([CH:8]=[CH:9][C:10]=1[I:11])[C:5]([OH:7])=O.C(Cl)(=O)C(Cl)=O.[CH2:18]([NH:20][CH2:21][CH3:22])[CH3:19]. The catalyst is C(Cl)Cl.CN(C=O)C.O.